From a dataset of Full USPTO retrosynthesis dataset with 1.9M reactions from patents (1976-2016). Predict the reactants needed to synthesize the given product. Given the product [CH2:40]([N:47]1[CH:51]=[C:50]([C:2]2[C:10]3[C:5](=[N:6][CH:7]=[C:8]([C:11]4[CH:16]=[CH:15][C:14]([N:17]5[CH2:22][CH2:21][N:20]([C:23]([O:25][C:26]([CH3:29])([CH3:28])[CH3:27])=[O:24])[CH2:19][CH2:18]5)=[CH:13][CH:12]=4)[CH:9]=3)[N:4]([S:30]([C:33]3[CH:39]=[CH:38][C:36]([CH3:37])=[CH:35][CH:34]=3)(=[O:32])=[O:31])[CH:3]=2)[CH:49]=[N:48]1)[C:41]1[CH:46]=[CH:45][CH:44]=[CH:43][CH:42]=1, predict the reactants needed to synthesize it. The reactants are: I[C:2]1[C:10]2[C:5](=[N:6][CH:7]=[C:8]([C:11]3[CH:16]=[CH:15][C:14]([N:17]4[CH2:22][CH2:21][N:20]([C:23]([O:25][C:26]([CH3:29])([CH3:28])[CH3:27])=[O:24])[CH2:19][CH2:18]4)=[CH:13][CH:12]=3)[CH:9]=2)[N:4]([S:30]([C:33]2[CH:39]=[CH:38][C:36]([CH3:37])=[CH:35][CH:34]=2)(=[O:32])=[O:31])[CH:3]=1.[CH2:40]([N:47]1[CH:51]=[C:50](B2OC(C)(C)C(C)(C)O2)[CH:49]=[N:48]1)[C:41]1[CH:46]=[CH:45][CH:44]=[CH:43][CH:42]=1.C(=O)([O-])[O-].[Na+].[Na+].